From a dataset of Full USPTO retrosynthesis dataset with 1.9M reactions from patents (1976-2016). Predict the reactants needed to synthesize the given product. Given the product [Cl:1][C:2]1[CH:8]=[CH:7][CH:6]=[C:4]([NH2:5])[C:3]=1[NH2:9], predict the reactants needed to synthesize it. The reactants are: [Cl:1][C:2]1[C:3]([N+:9]([O-])=O)=[C:4]([CH:6]=[CH:7][CH:8]=1)[NH2:5].CCO.[Cl-].[NH4+].